Task: Predict the reactants needed to synthesize the given product.. Dataset: Full USPTO retrosynthesis dataset with 1.9M reactions from patents (1976-2016) (1) The reactants are: [Br:1][C:2]1[CH:11]=[C:10]2[C:5]([CH2:6][CH2:7][CH2:8][C:9]2=O)=[CH:4][CH:3]=1.[C-]#N.[K+].[C:16](=[O:19])([O-])[O-].[NH4+:20].[NH4+:21].C[CH2:23][OH:24]. Given the product [Br:1][C:2]1[CH:11]=[C:10]2[C:5]([CH2:6][CH2:7][CH2:8][C:9]32[C:23](=[O:24])[NH:21][C:16](=[O:19])[NH:20]3)=[CH:4][CH:3]=1, predict the reactants needed to synthesize it. (2) Given the product [O:24]([C:21]1[N:22]=[CH:23][C:18]([CH2:17][N:1]2[CH:5]=[C:4]([C:6]3[C:7]([NH2:13])=[N:8][C:9]([NH2:12])=[CH:10][CH:11]=3)[CH:3]=[N:2]2)=[CH:19][CH:20]=1)[C:25]1[CH:26]=[CH:27][CH:28]=[CH:29][CH:30]=1, predict the reactants needed to synthesize it. The reactants are: [NH:1]1[CH:5]=[C:4]([C:6]2[C:7]([NH2:13])=[N:8][C:9]([NH2:12])=[CH:10][CH:11]=2)[CH:3]=[N:2]1.[H-].[Na+].Cl[CH2:17][C:18]1[CH:19]=[CH:20][C:21]([O:24][C:25]2[CH:30]=[CH:29][CH:28]=[CH:27][CH:26]=2)=[N:22][CH:23]=1. (3) Given the product [Br:1][C:2]1[CH:20]=[CH:19][CH:18]=[C:17]2[C:3]=1[O:4][C:5]1[CH:13]=[CH:12][C:11]([N+:14]([O-:16])=[O:15])=[CH:10][C:6]=1[C:7]2=[O:9], predict the reactants needed to synthesize it. The reactants are: [Br:1][C:2]1[CH:20]=[CH:19][CH:18]=[CH:17][C:3]=1[O:4][C:5]1[CH:13]=[CH:12][C:11]([N+:14]([O-:16])=[O:15])=[CH:10][C:6]=1[C:7]([OH:9])=O.CS(O)(=O)=O.O=P12OP3(OP(OP(O3)(O1)=O)(=O)O2)=O. (4) Given the product [CH:32]1([CH2:31][O:30][C:22]2[CH:23]=[CH:24][C:25]([CH:27]([F:29])[F:28])=[CH:26][C:21]=2[C:20]2[C:15]3[NH:14][C:13]([CH3:35])=[C:12]([C:10]([NH:9][C@H:6]4[CH2:7][CH2:8][C@H:3]([NH:2][C:40](=[O:41])[CH2:39][O:38][CH3:37])[CH2:4][C@@H:5]4[CH3:36])=[O:11])[C:16]=3[N:17]=[CH:18][N:19]=2)[CH2:34][CH2:33]1, predict the reactants needed to synthesize it. The reactants are: Cl.[NH2:2][C@H:3]1[CH2:8][CH2:7][C@H:6]([NH:9][C:10]([C:12]2[C:16]3[N:17]=[CH:18][N:19]=[C:20]([C:21]4[CH:26]=[C:25]([CH:27]([F:29])[F:28])[CH:24]=[CH:23][C:22]=4[O:30][CH2:31][CH:32]4[CH2:34][CH2:33]4)[C:15]=3[NH:14][C:13]=2[CH3:35])=[O:11])[C@@H:5]([CH3:36])[CH2:4]1.[CH3:37][O:38][CH2:39][C:40](Cl)=[O:41]. (5) Given the product [F:1][C:2]1[CH:7]=[C:6]([F:8])[CH:5]=[CH:4][C:3]=1[C:9]1[CH:14]=[CH:13][CH:12]=[C:11]([N:15]2[CH2:20][CH2:19][C:18]([CH2:27][C:28]([NH2:38])=[O:29])([C:21]3[CH:26]=[CH:25][CH:24]=[CH:23][CH:22]=3)[O:17][C:16]2=[O:31])[CH:10]=1, predict the reactants needed to synthesize it. The reactants are: [F:1][C:2]1[CH:7]=[C:6]([F:8])[CH:5]=[CH:4][C:3]=1[C:9]1[CH:14]=[CH:13][CH:12]=[C:11]([N:15]2[CH2:20][CH2:19][C:18]([CH2:27][C:28](O)=[O:29])([C:21]3[CH:26]=[CH:25][CH:24]=[CH:23][CH:22]=3)[O:17][C:16]2=[O:31])[CH:10]=1.C1C=CC2N(O)N=[N:38]C=2C=1.CCN=C=NCCCN(C)C.Cl.CCN(C(C)C)C(C)C. (6) Given the product [Cl:5][C:6]1[CH:42]=[CH:41][CH:40]=[CH:39][C:7]=1[CH2:8][N:9]([CH3:38])[C:10]([C:12]1[N:13]=[N:14][N:15]([CH2:23][C:24]2[CH:29]=[C:28]([C:30]([F:33])([F:31])[F:32])[CH:27]=[C:26]([C:34]([F:35])([F:36])[F:37])[CH:25]=2)[C:16]=1[N:17]1[CH2:18][CH2:19][N:20]([C:1](=[O:3])[CH3:2])[CH2:21][CH2:22]1)=[O:11], predict the reactants needed to synthesize it. The reactants are: [C:1](Cl)(=[O:3])[CH3:2].[Cl:5][C:6]1[CH:42]=[CH:41][CH:40]=[CH:39][C:7]=1[CH2:8][N:9]([CH3:38])[C:10]([C:12]1[N:13]=[N:14][N:15]([CH2:23][C:24]2[CH:29]=[C:28]([C:30]([F:33])([F:32])[F:31])[CH:27]=[C:26]([C:34]([F:37])([F:36])[F:35])[CH:25]=2)[C:16]=1[N:17]1[CH2:22][CH2:21][NH:20][CH2:19][CH2:18]1)=[O:11].C(N(CC)CC)C. (7) Given the product [Cl:1][C:2]1[CH:3]=[C:4]2[NH:23][C:22]([O:32][C@H:33]3[C@H:37]4[O:38][CH2:39][C@@H:40]([OH:41])[C@H:36]4[O:35][CH2:34]3)=[CH:21][C:5]2=[N:6][C:7]=1[C:8]1[CH:13]=[CH:12][C:11]([C:14]2[CH:19]=[CH:18][CH:17]=[CH:16][C:15]=2[OH:20])=[CH:10][CH:9]=1, predict the reactants needed to synthesize it. The reactants are: [Cl:1][C:2]1[CH:3]=[C:4]2[N:23](COCC[Si](C)(C)C)[C:22]([O:32][C@H:33]3[C@H:37]4[O:38][CH2:39][C@@H:40]([OH:41])[C@H:36]4[O:35][CH2:34]3)=[CH:21][C:5]2=[N:6][C:7]=1[C:8]1[CH:13]=[CH:12][C:11]([C:14]2[CH:19]=[CH:18][CH:17]=[CH:16][C:15]=2[OH:20])=[CH:10][CH:9]=1.Cl. (8) The reactants are: [NH2:1][C:2]1[C:10]([Cl:11])=[CH:9][CH:8]=[CH:7][C:3]=1[C:4]([OH:6])=[O:5].[Br:12]Br.Br. Given the product [NH2:1][C:2]1[C:10]([Cl:11])=[CH:9][C:8]([Br:12])=[CH:7][C:3]=1[C:4]([OH:6])=[O:5], predict the reactants needed to synthesize it.